This data is from Peptide-MHC class II binding affinity with 134,281 pairs from IEDB. The task is: Regression. Given a peptide amino acid sequence and an MHC pseudo amino acid sequence, predict their binding affinity value. This is MHC class II binding data. (1) The peptide sequence is VEVWQGLALLSEAVL. The binding affinity (normalized) is 0.335. The MHC is DRB4_0101 with pseudo-sequence DRB4_0103. (2) The peptide sequence is KASTGGAYESYKFIPALEAA. The MHC is DRB1_0901 with pseudo-sequence DRB1_0901. The binding affinity (normalized) is 0.680. (3) The peptide sequence is LQMNSLRAEDTAVYY. The MHC is DRB1_1302 with pseudo-sequence DRB1_1302. The binding affinity (normalized) is 0.733. (4) The peptide sequence is YTKKEAFNVENGNAT. The MHC is DRB1_0301 with pseudo-sequence DRB1_0301. The binding affinity (normalized) is 0. (5) The peptide sequence is LGGLWTAVSPHLSPL. The MHC is HLA-DQA10102-DQB10502 with pseudo-sequence HLA-DQA10102-DQB10502. The binding affinity (normalized) is 0.0714. (6) The peptide sequence is KMIGGIGGFIKVRQYDQILI. The MHC is DRB1_1302 with pseudo-sequence DRB1_1302. The binding affinity (normalized) is 0.447. (7) The peptide sequence is QEVEFIGYGKATLECKK. The MHC is HLA-DQA10501-DQB10303 with pseudo-sequence HLA-DQA10501-DQB10303. The binding affinity (normalized) is 0.416.